Dataset: NCI-60 drug combinations with 297,098 pairs across 59 cell lines. Task: Regression. Given two drug SMILES strings and cell line genomic features, predict the synergy score measuring deviation from expected non-interaction effect. (1) Drug 1: CC1C(C(CC(O1)OC2CC(OC(C2O)C)OC3=CC4=CC5=C(C(=O)C(C(C5)C(C(=O)C(C(C)O)O)OC)OC6CC(C(C(O6)C)O)OC7CC(C(C(O7)C)O)OC8CC(C(C(O8)C)O)(C)O)C(=C4C(=C3C)O)O)O)O. Drug 2: COCCOC1=C(C=C2C(=C1)C(=NC=N2)NC3=CC=CC(=C3)C#C)OCCOC.Cl. Cell line: RXF 393. Synergy scores: CSS=53.0, Synergy_ZIP=-1.27, Synergy_Bliss=-5.28, Synergy_Loewe=-24.6, Synergy_HSA=-4.45. (2) Drug 1: C1C(C(OC1N2C=C(C(=O)NC2=O)F)CO)O. Drug 2: C1C(C(OC1N2C=NC3=C2NC=NCC3O)CO)O. Cell line: U251. Synergy scores: CSS=32.2, Synergy_ZIP=-9.22, Synergy_Bliss=-0.225, Synergy_Loewe=-34.0, Synergy_HSA=-0.141. (3) Drug 1: CC1C(C(CC(O1)OC2CC(OC(C2O)C)OC3=CC4=CC5=C(C(=O)C(C(C5)C(C(=O)C(C(C)O)O)OC)OC6CC(C(C(O6)C)O)OC7CC(C(C(O7)C)O)OC8CC(C(C(O8)C)O)(C)O)C(=C4C(=C3C)O)O)O)O. Drug 2: C(CN)CNCCSP(=O)(O)O. Cell line: NCI-H460. Synergy scores: CSS=43.1, Synergy_ZIP=2.95, Synergy_Bliss=3.31, Synergy_Loewe=-31.6, Synergy_HSA=1.22. (4) Drug 1: CC12CCC3C(C1CCC2O)C(CC4=C3C=CC(=C4)O)CCCCCCCCCS(=O)CCCC(C(F)(F)F)(F)F. Drug 2: C1CN(P(=O)(OC1)NCCCl)CCCl. Cell line: SNB-75. Synergy scores: CSS=-0.178, Synergy_ZIP=0.717, Synergy_Bliss=-0.830, Synergy_Loewe=-1.01, Synergy_HSA=-1.58. (5) Drug 1: C1=CC=C(C=C1)NC(=O)CCCCCCC(=O)NO. Drug 2: CNC(=O)C1=NC=CC(=C1)OC2=CC=C(C=C2)NC(=O)NC3=CC(=C(C=C3)Cl)C(F)(F)F. Cell line: DU-145. Synergy scores: CSS=14.7, Synergy_ZIP=-0.892, Synergy_Bliss=2.82, Synergy_Loewe=-17.9, Synergy_HSA=1.77. (6) Drug 1: C1=C(C(=O)NC(=O)N1)F. Drug 2: CC1=C(C(CCC1)(C)C)C=CC(=CC=CC(=CC(=O)O)C)C. Cell line: KM12. Synergy scores: CSS=8.93, Synergy_ZIP=-21.1, Synergy_Bliss=-47.3, Synergy_Loewe=-39.4, Synergy_HSA=-38.0. (7) Drug 1: C1CN(CCN1C(=O)CCBr)C(=O)CCBr. Drug 2: C1C(C(OC1N2C=NC(=NC2=O)N)CO)O. Cell line: LOX IMVI. Synergy scores: CSS=29.8, Synergy_ZIP=-14.1, Synergy_Bliss=-18.9, Synergy_Loewe=-20.5, Synergy_HSA=-19.8. (8) Drug 1: CNC(=O)C1=NC=CC(=C1)OC2=CC=C(C=C2)NC(=O)NC3=CC(=C(C=C3)Cl)C(F)(F)F. Drug 2: CCN(CC)CCCC(C)NC1=C2C=C(C=CC2=NC3=C1C=CC(=C3)Cl)OC. Cell line: LOX IMVI. Synergy scores: CSS=25.6, Synergy_ZIP=-4.25, Synergy_Bliss=-7.10, Synergy_Loewe=-30.4, Synergy_HSA=-2.66. (9) Drug 1: CC(C1=C(C=CC(=C1Cl)F)Cl)OC2=C(N=CC(=C2)C3=CN(N=C3)C4CCNCC4)N. Drug 2: CN1CCC(CC1)COC2=C(C=C3C(=C2)N=CN=C3NC4=C(C=C(C=C4)Br)F)OC. Cell line: SW-620. Synergy scores: CSS=17.5, Synergy_ZIP=-3.84, Synergy_Bliss=4.01, Synergy_Loewe=2.44, Synergy_HSA=2.41.